From a dataset of Full USPTO retrosynthesis dataset with 1.9M reactions from patents (1976-2016). Predict the reactants needed to synthesize the given product. (1) Given the product [NH2:1][C:2]1[N:3]=[C:4]([N:17]2[CH2:22][CH2:21][N:20]([C:23]([N:25]([CH3:35])[C:26]3[CH:27]=[CH:28][C:29]([CH3:32])=[CH:30][CH:31]=3)=[O:24])[CH2:19][CH2:18]2)[C:5]2[N:10]=[C:9]([C:11]3[CH:12]=[N:13][CH:14]=[CH:15][CH:16]=3)[S:8][C:6]=2[N:7]=1, predict the reactants needed to synthesize it. The reactants are: [NH2:1][C:2]1[N:3]=[C:4]([N:17]2[CH2:22][CH2:21][N:20]([C:23]([NH:25][C:26]3[CH:31]=[CH:30][C:29]([CH3:32])=[CH:28][CH:27]=3)=[O:24])[CH2:19][CH2:18]2)[C:5]2[N:10]=[C:9]([C:11]3[CH:12]=[N:13][CH:14]=[CH:15][CH:16]=3)[S:8][C:6]=2[N:7]=1.[H-].[Na+].[CH3:35]I. (2) Given the product [CH2:12]([O:1][C:2]1[CH:9]=[CH:8][C:5]([CH:6]=[O:7])=[CH:4][C:3]=1[CH3:10])[CH2:13][CH2:14][CH3:15], predict the reactants needed to synthesize it. The reactants are: [OH:1][C:2]1[CH:9]=[CH:8][C:5]([CH:6]=[O:7])=[CH:4][C:3]=1[CH3:10].Br[CH2:12][CH2:13][CH2:14][CH3:15]. (3) The reactants are: C([O:5][C:6]([C@H:8]1[CH2:12][CH2:11][CH2:10][N:9]1[C:13]1[CH:18]=[CH:17][C:16]([CH3:19])=[C:15]([CH2:20][O:21][C:22]2[CH:23]=[CH:24][CH:25]=[C:26]3[C:31]=2[N:30]=[C:29]([CH3:32])[CH:28]=[CH:27]3)[C:14]=1[CH3:33])=[O:7])(C)(C)C. Given the product [CH3:33][C:14]1[C:15]([CH2:20][O:21][C:22]2[CH:23]=[CH:24][CH:25]=[C:26]3[C:31]=2[N:30]=[C:29]([CH3:32])[CH:28]=[CH:27]3)=[C:16]([CH3:19])[CH:17]=[CH:18][C:13]=1[N:9]1[CH2:10][CH2:11][CH2:12][C@@H:8]1[C:6]([OH:7])=[O:5], predict the reactants needed to synthesize it.